Dataset: Reaction yield outcomes from USPTO patents with 853,638 reactions. Task: Predict the reaction yield, written as a fraction of the theoretical maximum amount of product (1.0 means a 100% yield; for example, 0.34 means a 34% yield). (1) The reactants are [OH:1][CH2:2][C:3]([CH3:15])([CH3:14])[C:4]([O:6][CH2:7][C:8]1[CH:13]=[CH:12][CH:11]=[CH:10][CH:9]=1)=[O:5].[H-].[Na+].[N+:18]([C:21]1[CH:28]=[CH:27][CH:26]=[C:25]([N+]([O-])=O)[C:22]=1[C:23]#[N:24])([O-:20])=[O:19]. The catalyst is C1COCC1. The product is [C:23]([C:22]1[C:21]([N+:18]([O-:20])=[O:19])=[CH:28][CH:27]=[CH:26][C:25]=1[O:1][CH2:2][C:3]([CH3:15])([CH3:14])[C:4]([O:6][CH2:7][C:8]1[CH:13]=[CH:12][CH:11]=[CH:10][CH:9]=1)=[O:5])#[N:24]. The yield is 0.870. (2) The reactants are [OH:1][CH2:2][CH2:3][CH2:4][CH2:5][C:6]#[C:7][CH2:8][O:9][C:10]1[CH:15]=[CH:14][C:13]([S:16]([N:19]2[CH2:24][CH2:23][S:22][C:21]([CH3:26])([CH3:25])[C@@H:20]2[C:27]([O:29][C:30]([CH3:33])([CH3:32])[CH3:31])=[O:28])(=[O:18])=[O:17])=[CH:12][CH:11]=1.[C:34](OC(=O)C)(=[O:36])[CH3:35].N1C=CC=CC=1. No catalyst specified. The product is [C:34]([O:1][CH2:2][CH2:3][CH2:4][CH2:5][C:6]#[C:7][CH2:8][O:9][C:10]1[CH:15]=[CH:14][C:13]([S:16]([N:19]2[CH2:24][CH2:23][S:22][C:21]([CH3:26])([CH3:25])[C@@H:20]2[C:27]([O:29][C:30]([CH3:33])([CH3:32])[CH3:31])=[O:28])(=[O:18])=[O:17])=[CH:12][CH:11]=1)(=[O:36])[CH3:35]. The yield is 0.970. (3) The reactants are [F:1][C:2]([F:25])([F:24])[C:3]([O:5][C:6]1([CH2:9][CH2:10][CH2:11][O:12][C:13]2[C:18]([C:19](=O)[NH2:20])=[CH:17][C:16]([Cl:22])=[C:15]([Cl:23])[N:14]=2)[CH2:8][CH2:7]1)=[O:4].O=P(Cl)(Cl)Cl.N1C=CC=CC=1. The catalyst is CC#N.[OH-].[Na+]. The product is [F:24][C:2]([F:1])([F:25])[C:3]([O:5][C:6]1([CH2:9][CH2:10][CH2:11][O:12][C:13]2[C:18]([C:19]#[N:20])=[CH:17][C:16]([Cl:22])=[C:15]([Cl:23])[N:14]=2)[CH2:8][CH2:7]1)=[O:4]. The yield is 0.970. (4) The reactants are [C:1]([C:5]1[O:9][C:8]([CH2:10][Cl:11])=[N:7][CH:6]=1)([CH3:4])([CH3:3])[CH3:2].[NH2:12][C:13]([NH2:15])=[S:14]. The catalyst is C(O)C. The product is [ClH:11].[C:1]([C:5]1[O:9][C:8]([CH2:10][S:14][C:13]([NH2:15])=[NH2+:12])=[N:7][CH:6]=1)([CH3:4])([CH3:3])[CH3:2]. The yield is 0.930.